From a dataset of NCI-60 drug combinations with 297,098 pairs across 59 cell lines. Regression. Given two drug SMILES strings and cell line genomic features, predict the synergy score measuring deviation from expected non-interaction effect. (1) Drug 1: COC1=C(C=C2C(=C1)N=CN=C2NC3=CC(=C(C=C3)F)Cl)OCCCN4CCOCC4. Drug 2: CC1=CC=C(C=C1)C2=CC(=NN2C3=CC=C(C=C3)S(=O)(=O)N)C(F)(F)F. Cell line: HL-60(TB). Synergy scores: CSS=10.9, Synergy_ZIP=5.74, Synergy_Bliss=-0.144, Synergy_Loewe=-3.11, Synergy_HSA=-0.144. (2) Drug 1: CC1=CC2C(CCC3(C2CCC3(C(=O)C)OC(=O)C)C)C4(C1=CC(=O)CC4)C. Drug 2: CC1CCC2CC(C(=CC=CC=CC(CC(C(=O)C(C(C(=CC(C(=O)CC(OC(=O)C3CCCCN3C(=O)C(=O)C1(O2)O)C(C)CC4CCC(C(C4)OC)OCCO)C)C)O)OC)C)C)C)OC. Cell line: ACHN. Synergy scores: CSS=17.8, Synergy_ZIP=-1.69, Synergy_Bliss=-3.70, Synergy_Loewe=-18.2, Synergy_HSA=-2.99. (3) Drug 1: CC1=C(C(=O)C2=C(C1=O)N3CC4C(C3(C2COC(=O)N)OC)N4)N. Cell line: MALME-3M. Drug 2: CC12CCC3C(C1CCC2OP(=O)(O)O)CCC4=C3C=CC(=C4)OC(=O)N(CCCl)CCCl.[Na+]. Synergy scores: CSS=25.0, Synergy_ZIP=-0.826, Synergy_Bliss=2.57, Synergy_Loewe=-83.1, Synergy_HSA=2.21. (4) Drug 1: C1CC(CNC1)C2=CC=C(C=C2)N3C=C4C=CC=C(C4=N3)C(=O)N. Drug 2: CCC1=C2N=C(C=C(N2N=C1)NCC3=C[N+](=CC=C3)[O-])N4CCCCC4CCO. Cell line: OVCAR3. Synergy scores: CSS=40.8, Synergy_ZIP=-0.0265, Synergy_Bliss=1.26, Synergy_Loewe=-12.9, Synergy_HSA=1.70. (5) Drug 1: C1=CC=C(C(=C1)C(C2=CC=C(C=C2)Cl)C(Cl)Cl)Cl. Drug 2: CC(C)NC(=O)C1=CC=C(C=C1)CNNC.Cl. Cell line: NCIH23. Synergy scores: CSS=2.94, Synergy_ZIP=-2.49, Synergy_Bliss=-1.96, Synergy_Loewe=-1.74, Synergy_HSA=-0.891.